Dataset: Forward reaction prediction with 1.9M reactions from USPTO patents (1976-2016). Task: Predict the product of the given reaction. Given the reactants [CH2:1]([N:3]1[CH2:8][C:7]([CH3:10])([CH3:9])[O:6][C:5](=[O:11])[CH:4]1[CH2:12][C:13]([OH:15])=O)[CH3:2].C(N(C(C)C)CC)(C)C.CN(C(ON1N=N[C:35]2[CH:36]=[CH:37][CH:38]=[N:39][C:34]1=2)=[N+](C)C)C.F[P-](F)(F)(F)(F)F.C1(N)CCCC1, predict the reaction product. The product is: [CH:34]1([NH:39][C:13](=[O:15])[CH2:12][CH:4]2[C:5](=[O:11])[O:6][C:7]([CH3:9])([CH3:10])[CH2:8][N:3]2[CH2:1][CH3:2])[CH2:35][CH2:36][CH2:37][CH2:38]1.